This data is from Peptide-MHC class I binding affinity with 185,985 pairs from IEDB/IMGT. The task is: Regression. Given a peptide amino acid sequence and an MHC pseudo amino acid sequence, predict their binding affinity value. This is MHC class I binding data. (1) The peptide sequence is AYMLFTKFF. The MHC is Patr-A0701 with pseudo-sequence Patr-A0701. The binding affinity (normalized) is 0.267. (2) The peptide sequence is IMKDGRKLV. The MHC is HLA-A02:03 with pseudo-sequence HLA-A02:03. The binding affinity (normalized) is 0.415.